This data is from Catalyst prediction with 721,799 reactions and 888 catalyst types from USPTO. The task is: Predict which catalyst facilitates the given reaction. (1) Reactant: C[O:2][C:3]([C:5]1[C:14]2[C:9](=[CH:10][CH:11]=[C:12]([O:15][CH3:16])[CH:13]=2)[N:8]=[CH:7][C:6]=1[OH:17])=O.[H-].[Al+3].[Li+].[H-].[H-].[H-]. Product: [OH:2][CH2:3][C:5]1[C:14]2[C:9](=[CH:10][CH:11]=[C:12]([O:15][CH3:16])[CH:13]=2)[N:8]=[CH:7][C:6]=1[OH:17]. The catalyst class is: 7. (2) Reactant: [F-].C([N+](CCCC)(CCCC)CCCC)CCC.[Si]([O:26][C@@H:27]([CH2:38][O:39][CH2:40][CH3:41])[C:28]([NH:30][C:31]1[CH:36]=[CH:35][C:34]([CH3:37])=[CH:33][N:32]=1)=[O:29])(C(C)(C)C)(C)C. Product: [CH2:40]([O:39][CH2:38][C@H:27]([OH:26])[C:28]([NH:30][C:31]1[CH:36]=[CH:35][C:34]([CH3:37])=[CH:33][N:32]=1)=[O:29])[CH3:41]. The catalyst class is: 7.